This data is from Full USPTO retrosynthesis dataset with 1.9M reactions from patents (1976-2016). The task is: Predict the reactants needed to synthesize the given product. (1) Given the product [NH2:18][C:17]1[N:34]([C:32]2[CH:33]=[C:28]([O:27][CH2:20][C:21]3[CH:26]=[CH:25][CH:24]=[CH:23][CH:22]=3)[CH:29]=[CH:30][C:31]=2[CH3:36])[N:35]=[C:2]2[C:11]3[CH:10]=[C:9]([O:12][CH3:13])[C:8]([O:14][CH3:15])=[CH:7][C:6]=3[NH:5][C:4](=[O:16])[C:3]=12, predict the reactants needed to synthesize it. The reactants are: Cl[C:2]1[C:11]2[C:6](=[CH:7][C:8]([O:14][CH3:15])=[C:9]([O:12][CH3:13])[CH:10]=2)[NH:5][C:4](=[O:16])[C:3]=1[C:17]#[N:18].Cl.[CH2:20]([O:27][C:28]1[CH:29]=[CH:30][C:31]([CH3:36])=[C:32]([NH:34][NH2:35])[CH:33]=1)[C:21]1[CH:26]=[CH:25][CH:24]=[CH:23][CH:22]=1.C(N(CC)CC)C.C(O)(=O)CC(CC(O)=O)(C(O)=O)O. (2) Given the product [CH3:14][O:15][C:16](=[O:25])[C:17]1[CH:22]=[C:21]([O:7][C:8]2[CH:9]=[N:10][CH:11]=[CH:12][CH:13]=2)[CH:20]=[CH:19][C:18]=1[Cl:24], predict the reactants needed to synthesize it. The reactants are: C([O-])([O-])=O.[Cs+].[Cs+].[OH:7][C:8]1[CH:9]=[N:10][CH:11]=[CH:12][CH:13]=1.[CH3:14][O:15][C:16](=[O:25])[C:17]1[CH:22]=[C:21](I)[CH:20]=[CH:19][C:18]=1[Cl:24]. (3) The reactants are: C(OC([NH:8][CH2:9][C@H:10]1[CH2:15][CH2:14][C@H:13]([C:16]([NH:18][C@H:19]([C:50]([NH:52][C:53]2[CH:54]=[CH:55][C:56]3[N:60]=[C:59]([CH:61]([F:63])[F:62])[NH:58][C:57]=3[CH:64]=2)=[O:51])[CH2:20][C:21]2[CH:26]=[CH:25][C:24]([C:27]3[CH:32]=[CH:31][C:30]([C:33]([NH:35][CH:36]4[CH2:41][CH2:40][N:39](C(OC(C)(C)C)=O)[CH2:38][CH2:37]4)=[O:34])=[CH:29][C:28]=3[CH3:49])=[CH:23][CH:22]=2)=[O:17])[CH2:12][CH2:11]1)=O)(C)(C)C.[ClH:65]. Given the product [ClH:65].[NH2:8][CH2:9][C@H:10]1[CH2:15][CH2:14][C@H:13]([C:16]([NH:18][C@H:19]([C:50]([NH:52][C:53]2[CH:54]=[CH:55][C:56]3[N:60]=[C:59]([CH:61]([F:63])[F:62])[NH:58][C:57]=3[CH:64]=2)=[O:51])[CH2:20][C:21]2[CH:26]=[CH:25][C:24]([C:27]3[CH:32]=[CH:31][C:30]([C:33]([NH:35][CH:36]4[CH2:37][CH2:38][NH:39][CH2:40][CH2:41]4)=[O:34])=[CH:29][C:28]=3[CH3:49])=[CH:23][CH:22]=2)=[O:17])[CH2:12][CH2:11]1, predict the reactants needed to synthesize it. (4) Given the product [Br:1][C:2]1[CH:7]=[CH:6][C:5]([NH:8][C:31]([C:20]2[N:21]([CH2:23][O:24][CH2:25][CH2:26][Si:27]([CH3:30])([CH3:29])[CH3:28])[CH:22]=[C:18]([C:16]#[N:17])[N:19]=2)=[O:32])=[C:4]([C:9]2[CH2:14][CH2:13][CH2:12][CH2:11][CH:10]=2)[CH:3]=1, predict the reactants needed to synthesize it. The reactants are: [Br:1][C:2]1[CH:7]=[CH:6][C:5]([NH2:8])=[C:4]([C:9]2[CH2:14][CH2:13][CH2:12][CH2:11][CH:10]=2)[CH:3]=1.[K+].[C:16]([C:18]1[N:19]=[C:20]([C:31]([O-])=[O:32])[N:21]([CH2:23][O:24][CH2:25][CH2:26][Si:27]([CH3:30])([CH3:29])[CH3:28])[CH:22]=1)#[N:17].F[P-](F)(F)(F)(F)F.Br[P+](N1CCCC1)(N1CCCC1)N1CCCC1.C(N(CC)C(C)C)(C)C. (5) Given the product [C:1]1([CH3:12])[CH:2]=[CH:3][C:4]([CH:7]=[CH:8][CH2:9][OH:10])=[CH:5][CH:6]=1, predict the reactants needed to synthesize it. The reactants are: [C:1]1([CH3:12])[CH:6]=[CH:5][C:4]([CH:7]=[CH:8][C:9](O)=[O:10])=[CH:3][CH:2]=1.C(N(CC)CC)C.ClC(OC)=O.[BH4-].[Na+].Cl. (6) Given the product [Cl:1][C:2]1[CH:7]=[CH:6][CH:5]=[C:4]([Cl:8])[C:3]=1[N:9]1[CH:20]=[C:19]([CH2:21][NH:27][CH2:26][C:25]([F:29])([F:28])[F:24])[C:12]2[N:13]=[C:14]([S:17][CH3:18])[N:15]=[CH:16][C:11]=2[C:10]1=[O:23], predict the reactants needed to synthesize it. The reactants are: [Cl:1][C:2]1[CH:7]=[CH:6][CH:5]=[C:4]([Cl:8])[C:3]=1[N:9]1[CH:20]=[C:19]([CH:21]=O)[C:12]2[N:13]=[C:14]([S:17][CH3:18])[N:15]=[CH:16][C:11]=2[C:10]1=[O:23].[F:24][C:25]([F:29])([F:28])[CH2:26][NH2:27].C([BH3-])#N.[Na+].C(O)(=O)C. (7) Given the product [Cl:14][C:15]1[CH:16]=[CH:17][C:18]([C:21]2[CH:22]=[C:23]3[C:28](=[CH:29][N:30]=2)[CH2:27][N:26]([S:10]([CH2:9][C@@:2]2([CH3:1])[NH:3][C:4](=[O:8])[NH:5][C:6]2=[O:7])(=[O:12])=[O:11])[CH2:25][CH2:24]3)=[CH:19][CH:20]=1, predict the reactants needed to synthesize it. The reactants are: [CH3:1][C@@:2]1([CH2:9][S:10](Cl)(=[O:12])=[O:11])[C:6](=[O:7])[NH:5][C:4](=[O:8])[NH:3]1.[Cl:14][C:15]1[CH:20]=[CH:19][C:18]([C:21]2[CH:22]=[C:23]3[C:28](=[CH:29][N:30]=2)[CH2:27][NH:26][CH2:25][CH2:24]3)=[CH:17][CH:16]=1.CCN(C(C)C)C(C)C.